Dataset: NCI-60 drug combinations with 297,098 pairs across 59 cell lines. Task: Regression. Given two drug SMILES strings and cell line genomic features, predict the synergy score measuring deviation from expected non-interaction effect. (1) Drug 1: C1=NC2=C(N1)C(=S)N=C(N2)N. Drug 2: CNC(=O)C1=NC=CC(=C1)OC2=CC=C(C=C2)NC(=O)NC3=CC(=C(C=C3)Cl)C(F)(F)F. Cell line: MALME-3M. Synergy scores: CSS=39.9, Synergy_ZIP=-6.91, Synergy_Bliss=0.621, Synergy_Loewe=-0.937, Synergy_HSA=0.708. (2) Drug 1: CC1C(C(CC(O1)OC2CC(CC3=C2C(=C4C(=C3O)C(=O)C5=C(C4=O)C(=CC=C5)OC)O)(C(=O)CO)O)N)O.Cl. Drug 2: B(C(CC(C)C)NC(=O)C(CC1=CC=CC=C1)NC(=O)C2=NC=CN=C2)(O)O. Cell line: RXF 393. Synergy scores: CSS=30.5, Synergy_ZIP=3.83, Synergy_Bliss=-2.00, Synergy_Loewe=-39.8, Synergy_HSA=-0.946. (3) Drug 1: CC1=C(C(CCC1)(C)C)C=CC(=CC=CC(=CC(=O)O)C)C. Drug 2: COCCOC1=C(C=C2C(=C1)C(=NC=N2)NC3=CC=CC(=C3)C#C)OCCOC.Cl. Cell line: NCI-H522. Synergy scores: CSS=22.4, Synergy_ZIP=-2.23, Synergy_Bliss=6.07, Synergy_Loewe=0.599, Synergy_HSA=6.68.